From a dataset of Forward reaction prediction with 1.9M reactions from USPTO patents (1976-2016). Predict the product of the given reaction. (1) Given the reactants Br[C:2]1[CH:18]=[CH:17][C:5]2[S:6][CH:7]=[C:8]([C:9]([N:11]3[CH2:16][CH2:15][CH2:14][CH2:13][CH2:12]3)=[O:10])[C:4]=2[CH:3]=1.[CH:19]([N:22]1[CH2:27][CH2:26][NH:25][CH2:24][CH2:23]1)([CH3:21])[CH3:20].[C:28]([O-])([O-])=[O:29].[Na+].[Na+], predict the reaction product. The product is: [CH:19]([N:22]1[CH2:27][CH2:26][N:25]([C:28]([C:2]2[CH:18]=[CH:17][C:5]3[S:6][CH:7]=[C:8]([C:9]([N:11]4[CH2:16][CH2:15][CH2:14][CH2:13][CH2:12]4)=[O:10])[C:4]=3[CH:3]=2)=[O:29])[CH2:24][CH2:23]1)([CH3:21])[CH3:20]. (2) Given the reactants [CH:1]([O:4][C:5]([N:7]1[CH2:12][CH2:11][CH:10]([CH2:13][OH:14])[CH2:9][CH2:8]1)=[O:6])([CH3:3])[CH3:2].[Br:15][C:16]1[CH:17]=[CH:18][C:19](Cl)=[N:20][CH:21]=1, predict the reaction product. The product is: [CH:1]([O:4][C:5]([N:7]1[CH2:12][CH2:11][CH:10]([CH2:13][O:14][C:19]2[CH:18]=[CH:17][C:16]([Br:15])=[CH:21][N:20]=2)[CH2:9][CH2:8]1)=[O:6])([CH3:3])[CH3:2]. (3) Given the reactants [Cl:1][C:2]1[CH:9]=[CH:8][C:5]([CH2:6][OH:7])=[CH:4][C:3]=1[N+:10]([O-:12])=[O:11].C(N(CC)CC)C.[CH3:20][S:21](Cl)(=[O:23])=[O:22], predict the reaction product. The product is: [S:21]([O:7][CH2:6][C:5]1[CH:8]=[CH:9][C:2]([Cl:1])=[C:3]([N+:10]([O-:12])=[O:11])[CH:4]=1)(=[O:23])(=[O:22])[CH3:20]. (4) Given the reactants [O:1]=[C:2]([C:23]1[C:32]2[C:27](=[CH:28][CH:29]=[C:30]([O:33][CH3:34])[CH:31]=2)[N:26]=[CH:25][CH:24]=1)[CH2:3][CH2:4][C@@H:5]1[CH2:10][CH2:9][N:8]([CH2:11][CH2:12][S:13][C:14]2[S:15][CH:16]=[CH:17][CH:18]=2)[CH2:7][C@@H:6]1[C:19]([O:21]C)=[O:20].[OH-].[Na+], predict the reaction product. The product is: [O:1]=[C:2]([C:23]1[C:32]2[C:27](=[CH:28][CH:29]=[C:30]([O:33][CH3:34])[CH:31]=2)[N:26]=[CH:25][CH:24]=1)[CH2:3][CH2:4][C@@H:5]1[CH2:10][CH2:9][N:8]([CH2:11][CH2:12][S:13][C:14]2[S:15][CH:16]=[CH:17][CH:18]=2)[CH2:7][C@@H:6]1[C:19]([OH:21])=[O:20]. (5) The product is: [NH2:32][CH2:38][CH2:39][CH2:40][C@:15]([C@@H:17]1[CH2:22][CH2:21][CH2:20][N:19]([C:23]([O:25][C:26]([CH3:29])([CH3:28])[CH3:27])=[O:24])[CH2:18]1)([C:6]1[CH:5]=[CH:4][CH:3]=[C:2]([Cl:1])[C:7]=1[C:8]1[CH:13]=[CH:12][CH:11]=[C:10]([CH3:14])[CH:9]=1)[OH:16]. Given the reactants [Cl:1][C:2]1[CH:3]=[CH:4][CH:5]=[C:6]([C:15]([C@@H:17]2[CH2:22][CH2:21][CH2:20][N:19]([C:23]([O:25][C:26]([CH3:29])([CH3:28])[CH3:27])=[O:24])[CH2:18]2)=[O:16])[C:7]=1[C:8]1[CH:13]=[CH:12][CH:11]=[C:10]([CH3:14])[CH:9]=1.C[Si]1(C)CC[Si](C)(C)[N:32]1[CH2:38][CH2:39][CH2:40][Mg]Cl, predict the reaction product. (6) Given the reactants [C:1]1([C@@H:7]2[CH2:9][C@H:8]2[NH2:10])[CH:6]=[CH:5][CH:4]=[CH:3][CH:2]=1.[NH2:11][C:12]1[CH:17]=[CH:16][N:15]=[C:14]([N:18]2[CH2:23][CH2:22][C:21](=O)[CH2:20][CH2:19]2)[N:13]=1.C(O)(=O)C.C(O[BH-](OC(=O)C)OC(=O)C)(=O)C.[Na+], predict the reaction product. The product is: [C:1]1([C@@H:7]2[CH2:9][C@H:8]2[NH:10][CH:21]2[CH2:20][CH2:19][N:18]([C:14]3[N:13]=[C:12]([NH2:11])[CH:17]=[CH:16][N:15]=3)[CH2:23][CH2:22]2)[CH:6]=[CH:5][CH:4]=[CH:3][CH:2]=1. (7) Given the reactants Br[C:2]1[CH:3]=[C:4]2[C:9](=[CH:10][CH:11]=1)[CH:8]=[C:7]([CH2:12][CH:13]1[CH2:17][CH2:16][N:15]([CH:18]3[CH2:23][CH2:22][CH2:21][CH2:20][CH2:19]3)[C:14]1=[O:24])[CH:6]=[CH:5]2.O.[NH2:26][C:27]1[CH:28]=[C:29](B(O)O)[CH:30]=[CH:31][CH:32]=1.[Li+].[Cl-].C([O-])([O-])=O.[Na+].[Na+], predict the reaction product. The product is: [NH2:26][C:27]1[CH:32]=[C:31]([C:2]2[CH:3]=[C:4]3[C:9](=[CH:10][CH:11]=2)[CH:8]=[C:7]([CH2:12][CH:13]2[CH2:17][CH2:16][N:15]([CH:18]4[CH2:19][CH2:20][CH2:21][CH2:22][CH2:23]4)[C:14]2=[O:24])[CH:6]=[CH:5]3)[CH:30]=[CH:29][CH:28]=1.